This data is from Forward reaction prediction with 1.9M reactions from USPTO patents (1976-2016). The task is: Predict the product of the given reaction. (1) Given the reactants [Br:1][C:2]1[N:7]=[C:6]([C@:8]([NH:17][S@@:18]([C:20]([CH3:23])([CH3:22])[CH3:21])=[O:19])([CH3:16])[C@@H:9]([F:15])[C:10]([O:12][CH2:13][CH3:14])=[O:11])[C:5]([F:24])=[C:4]([Si](CC)(CC)CC)[CH:3]=1.[F-].[K+].C(O)(=O)C.C([O-])(O)=O.[Na+], predict the reaction product. The product is: [Br:1][C:2]1[N:7]=[C:6]([C@:8]([NH:17][S@@:18]([C:20]([CH3:23])([CH3:22])[CH3:21])=[O:19])([CH3:16])[C@@H:9]([F:15])[C:10]([O:12][CH2:13][CH3:14])=[O:11])[C:5]([F:24])=[CH:4][CH:3]=1. (2) Given the reactants C[O:2][C:3]([CH:5]1[CH2:8][N:7]([C:9](=[O:31])[CH:10]([NH:18][C:19]([C:21]2[NH:22][C:23]3[C:28]([CH:29]=2)=[CH:27][C:26]([Cl:30])=[CH:25][CH:24]=3)=[O:20])[CH2:11][C:12]2[CH:17]=[CH:16][CH:15]=[CH:14][CH:13]=2)[CH2:6]1)=[O:4].[OH-].[Na+:33], predict the reaction product. The product is: [Na+:33].[Cl:30][C:26]1[CH:27]=[C:28]2[C:23](=[CH:24][CH:25]=1)[NH:22][C:21]([C:19]([NH:18][C@@H:10]([CH2:11][C:12]1[CH:17]=[CH:16][CH:15]=[CH:14][CH:13]=1)[C:9]([N:7]1[CH2:8][CH:5]([C:3]([O-:4])=[O:2])[CH2:6]1)=[O:31])=[O:20])=[CH:29]2. (3) Given the reactants C(N(CC)CC)C.[CH3:8][O:9][C:10]1[CH:16]=[CH:15][C:13]([NH2:14])=[CH:12][C:11]=1[C:17]([F:20])([F:19])[F:18].[C:21](Cl)(=[O:26])[C:22]([CH3:25])([CH3:24])[CH3:23], predict the reaction product. The product is: [CH3:8][O:9][C:10]1[CH:16]=[CH:15][C:13]([NH:14][C:21](=[O:26])[C:22]([CH3:25])([CH3:24])[CH3:23])=[CH:12][C:11]=1[C:17]([F:18])([F:19])[F:20]. (4) Given the reactants [F:1][C:2]([F:28])([F:27])[O:3][C:4]1[CH:9]=[CH:8][C:7]([N:10]2[CH:14]=[N:13][C:12]([C:15]3[CH:20]=[CH:19][C:18]([CH2:21]C(N=[N+]=[N-])=O)=[CH:17][CH:16]=3)=[N:11]2)=[CH:6][CH:5]=1.[C:29]1([C:36]2[CH:41]=[CH:40][CH:39]=[CH:38][CH:37]=2)[C:30]([NH2:35])=[CH:31][CH:32]=[CH:33][CH:34]=1.[C:42](=[O:45])([O-])[O-].[Cs+].[Cs+].O.C(#[N:51])C, predict the reaction product. The product is: [C:29]1([C:36]2[CH:37]=[CH:38][CH:39]=[CH:40][CH:41]=2)[CH:34]=[CH:33][CH:32]=[CH:31][C:30]=1[NH:35][C:42]([NH:51][CH2:21][C:18]1[CH:17]=[CH:16][C:15]([C:12]2[N:13]=[CH:14][N:10]([C:7]3[CH:8]=[CH:9][C:4]([O:3][C:2]([F:27])([F:28])[F:1])=[CH:5][CH:6]=3)[N:11]=2)=[CH:20][CH:19]=1)=[O:45]. (5) Given the reactants [F:1][C:2]([F:36])([F:35])[C:3]1[CH:4]=[C:5]([CH:28]=[C:29]([C:31]([F:34])([F:33])[F:32])[CH:30]=1)[CH2:6][N:7]([C@@H:14]1[C:20]2=[CH:21][C:22]3[CH2:23][O:24][CH2:25][C:26]=3[CH:27]=[C:19]2[NH:18][CH2:17][CH2:16][CH2:15]1)[C:8]1[N:9]=[N:10][N:11]([CH3:13])[N:12]=1.[CH:37]([C:39]1[S:43][C:42]([C:44]([OH:46])=[O:45])=[CH:41][CH:40]=1)=O.C(O)(=O)C.[BH-](OC(C)=O)(OC(C)=O)OC(C)=O.[Na+], predict the reaction product. The product is: [F:36][C:2]([F:1])([F:35])[C:3]1[CH:4]=[C:5]([CH:28]=[C:29]([C:31]([F:32])([F:33])[F:34])[CH:30]=1)[CH2:6][N:7]([C:8]1[N:9]=[N:10][N:11]([CH3:13])[N:12]=1)[C@@H:14]1[C:20]2=[CH:21][C:22]3[CH2:23][O:24][CH2:25][C:26]=3[CH:27]=[C:19]2[N:18]([CH2:37][C:39]2[S:43][C:42]([C:44]([OH:46])=[O:45])=[CH:41][CH:40]=2)[CH2:17][CH2:16][CH2:15]1.